Dataset: Full USPTO retrosynthesis dataset with 1.9M reactions from patents (1976-2016). Task: Predict the reactants needed to synthesize the given product. (1) Given the product [NH2:1][C:4]1[CH:27]=[CH:26][C:25]([N:28]2[CH2:33][CH2:32][CH2:31][CH2:30][CH2:29]2)=[CH:24][C:5]=1[C:6]([NH:8][C:9]1[N:13]=[CH:12][N:11]([C:14]2[CH:19]=[CH:18][CH:17]=[C:16]([C:20]([F:23])([F:21])[F:22])[CH:15]=2)[N:10]=1)=[O:7], predict the reactants needed to synthesize it. The reactants are: [N+:1]([C:4]1[CH:27]=[CH:26][C:25]([N:28]2[CH2:33][CH2:32][CH2:31][CH2:30][CH2:29]2)=[CH:24][C:5]=1[C:6]([NH:8][C:9]1[N:13]=[CH:12][N:11]([C:14]2[CH:19]=[CH:18][CH:17]=[C:16]([C:20]([F:23])([F:22])[F:21])[CH:15]=2)[N:10]=1)=[O:7])([O-])=O. (2) Given the product [C@H:10]12[CH2:20][C@H:13]([CH2:12][CH2:11]1)[C@@H:14]([C:15]([O:17][CH2:18][CH3:19])=[O:16])[NH:9]2, predict the reactants needed to synthesize it. The reactants are: C1([C@H]([N:9]2[C@H:14]([C:15]([O:17][CH2:18][CH3:19])=[O:16])[C@@H:13]3[CH2:20][C@H:10]2[CH:11]=[CH:12]3)C)C=CC=CC=1. (3) Given the product [CH2:21]([NH:28][CH:15]1[CH2:16][CH2:17][CH:12]([S:9]([C:5]2[CH:6]=[CH:7][CH:8]=[C:3]([C:2]([F:20])([F:19])[F:1])[CH:4]=2)(=[O:11])=[O:10])[CH2:13][CH2:14]1)[C:22]1[CH:27]=[CH:26][CH:25]=[CH:24][CH:23]=1, predict the reactants needed to synthesize it. The reactants are: [F:1][C:2]([F:20])([F:19])[C:3]1[CH:4]=[C:5]([S:9]([CH:12]2[CH2:17][CH2:16][C:15](=O)[CH2:14][CH2:13]2)(=[O:11])=[O:10])[CH:6]=[CH:7][CH:8]=1.[CH2:21]([NH2:28])[C:22]1[CH:27]=[CH:26][CH:25]=[CH:24][CH:23]=1.CC(O)=O. (4) The reactants are: Br[C:2]1([NH:7][CH2:8][C:9]([C:12]2[CH:17]=[CH:16][C:15]([F:18])=[CH:14][CH:13]=2)([CH3:11])[CH3:10])[S:6][NH:5][CH:4]=[N:3]1.[C:19]([Cu])#[N:20]. Given the product [F:18][C:15]1[CH:16]=[CH:17][C:12]([C:9]([CH3:11])([CH3:10])[CH2:8][NH:7][C:2]2[S:6][N:5]=[C:4]([C:19]#[N:20])[N:3]=2)=[CH:13][CH:14]=1, predict the reactants needed to synthesize it. (5) Given the product [NH2:1][C:2]1[N:3]=[C:4]([CH3:11])[C:5]([CH2:6][NH:7][C:17](=[O:18])[O:16][C:13]([CH3:15])([CH3:14])[CH3:12])=[C:8]([CH3:10])[CH:9]=1, predict the reactants needed to synthesize it. The reactants are: [NH2:1][C:2]1[CH:9]=[C:8]([CH3:10])[C:5]([C:6]#[N:7])=[C:4]([CH3:11])[N:3]=1.[CH3:12][C:13]([O:16][C:17](O[C:17]([O:16][C:13]([CH3:15])([CH3:14])[CH3:12])=[O:18])=[O:18])([CH3:15])[CH3:14]. (6) The reactants are: [Cl:1][C:2]1[CH:24]=[C:23]([C:25]([NH:27][CH2:28][C:29]2[CH:34]=[CH:33][CH:32]=[C:31]([OH:35])[CH:30]=2)=[O:26])[CH:22]=[CH:21][C:3]=1[C:4]([NH:6][C@H:7]([C:17]([O:19]C)=[O:18])[CH2:8][NH:9][C:10]([C:12]1[S:13][CH:14]=[CH:15][CH:16]=1)=[O:11])=[O:5].O.[OH-].[Li+].O. Given the product [Cl:1][C:2]1[CH:24]=[C:23]([C:25]([NH:27][CH2:28][C:29]2[CH:34]=[CH:33][CH:32]=[C:31]([OH:35])[CH:30]=2)=[O:26])[CH:22]=[CH:21][C:3]=1[C:4]([NH:6][C@H:7]([C:17]([OH:19])=[O:18])[CH2:8][NH:9][C:10]([C:12]1[S:13][CH:14]=[CH:15][CH:16]=1)=[O:11])=[O:5], predict the reactants needed to synthesize it. (7) Given the product [CH3:1][C:2]1[C:11]2[S:10][C:9]([C:12]3[N:17]=[C:16]([C:18]([OH:20])=[O:19])[CH:15]=[CH:14][CH:13]=3)=[N:8][C:7](=[O:25])[C:6]=2[CH:5]=[CH:4][CH:3]=1, predict the reactants needed to synthesize it. The reactants are: [CH3:1][C:2]1[C:11]2[S:10][C:9]([C:12]3[N:17]=[C:16]([C:18]([O:20]C(C)(C)C)=[O:19])[CH:15]=[CH:14][CH:13]=3)=[N:8][C:7](=[O:25])[C:6]=2[CH:5]=[CH:4][CH:3]=1.